This data is from Reaction yield outcomes from USPTO patents with 853,638 reactions. The task is: Predict the reaction yield, written as a fraction of the theoretical maximum amount of product (1.0 means a 100% yield; for example, 0.34 means a 34% yield). The reactants are C(N[C:5]1[C:6]([N+:16]([O-:18])=[O:17])=[C:7]([C:11]([Cl:15])=[CH:12][C:13]=1[Cl:14])[C:8]([OH:10])=[O:9])(=O)C.[OH-:19].[K+].Cl. The catalyst is O.C(OCC)(=O)C. The product is [Cl:14][C:13]1[CH:12]=[C:11]([Cl:15])[C:7]([C:8]([OH:10])=[O:9])=[C:6]([N+:16]([O-:18])=[O:17])[C:5]=1[OH:19]. The yield is 0.890.